This data is from Forward reaction prediction with 1.9M reactions from USPTO patents (1976-2016). The task is: Predict the product of the given reaction. (1) Given the reactants Br[C:2]1[S:6][C:5]([C:7]([N:9]2[CH2:14][CH2:13][N:12]([NH:15][C:16]([C:18]3[C:22]([O:23][CH3:24])=[C:21]([C:25]4[CH:30]=[CH:29][C:28]([Cl:31])=[CH:27][CH:26]=4)[N:20]([C:32]4[CH:37]=[CH:36][CH:35]=[CH:34][C:33]=4[Cl:38])[N:19]=3)=[O:17])[CH2:11][CH2:10]2)=[O:8])=[CH:4][CH:3]=1.O.C(OCC)(=O)C.[CH3:46][N:47](C)C=O, predict the reaction product. The product is: [C:46]([C:2]1[S:6][C:5]([C:7]([N:9]2[CH2:10][CH2:11][N:12]([NH:15][C:16]([C:18]3[C:22]([O:23][CH3:24])=[C:21]([C:25]4[CH:26]=[CH:27][C:28]([Cl:31])=[CH:29][CH:30]=4)[N:20]([C:32]4[CH:37]=[CH:36][CH:35]=[CH:34][C:33]=4[Cl:38])[N:19]=3)=[O:17])[CH2:13][CH2:14]2)=[O:8])=[CH:4][CH:3]=1)#[N:47]. (2) Given the reactants [C:1]([O:5][C@@H:6]([C:11]1[C:12]([CH3:31])=[CH:13][C:14]2[N:15]([CH:25]=[C:26]([C:28]([OH:30])=O)[N:27]=2)[C:16]=1[N:17]1[CH2:22][CH2:21][C:20]([CH3:24])([CH3:23])[CH2:19][CH2:18]1)[C:7]([O:9]C)=[O:8])([CH3:4])([CH3:3])[CH3:2].[Na].[F:33][C:34]1[CH:41]=[CH:40][C:37]([CH2:38][NH2:39])=[CH:36][C:35]=1[CH3:42].CN(C(ON1N=NC2C=CC=NC1=2)=[N+](C)C)C.F[P-](F)(F)(F)(F)F.O.[OH-].[Li+], predict the reaction product. The product is: [C:1]([O:5][C@@H:6]([C:11]1[C:12]([CH3:31])=[CH:13][C:14]2[N:15]([CH:25]=[C:26]([C:28](=[O:30])[NH:39][CH2:38][C:37]3[CH:40]=[CH:41][C:34]([F:33])=[C:35]([CH3:42])[CH:36]=3)[N:27]=2)[C:16]=1[N:17]1[CH2:18][CH2:19][C:20]([CH3:24])([CH3:23])[CH2:21][CH2:22]1)[C:7]([OH:9])=[O:8])([CH3:3])([CH3:4])[CH3:2]. (3) Given the reactants O.[OH-].[Li+].[CH2:4]([C:6]1[CH:11]=[CH:10][CH:9]=[CH:8][C:7]=1[C:12]1[CH:17]=[CH:16][C:15]([C:18]([O:20]C)=[O:19])=[CH:14][C:13]=1[CH2:22][O:23][CH3:24])[CH3:5], predict the reaction product. The product is: [CH2:4]([C:6]1[CH:11]=[CH:10][CH:9]=[CH:8][C:7]=1[C:12]1[CH:17]=[CH:16][C:15]([C:18]([OH:20])=[O:19])=[CH:14][C:13]=1[CH2:22][O:23][CH3:24])[CH3:5]. (4) Given the reactants [CH3:1][O:2][C:3](=[O:13])[C:4]1[CH:9]=[CH:8][C:7]([CH2:10]Br)=[CH:6][C:5]=1[Br:12].[C:14]([C:18]1[CH:26]=[CH:25][C:21]([CH:22]=[N:23][OH:24])=[CH:20][CH:19]=1)([CH3:17])([CH3:16])[CH3:15].C(=O)([O-])[O-].[Cs+].[Cs+], predict the reaction product. The product is: [CH3:1][O:2][C:3](=[O:13])[C:4]1[CH:9]=[CH:8][C:7]([CH2:10][O:24]/[N:23]=[CH:22]/[C:21]2[CH:25]=[CH:26][C:18]([C:14]([CH3:17])([CH3:16])[CH3:15])=[CH:19][CH:20]=2)=[CH:6][C:5]=1[Br:12]. (5) Given the reactants Br[C:2]1[CH:7]=[CH:6][CH:5]=[C:4]([F:8])[C:3]=1[C:9]1[CH:14]=[CH:13][CH:12]=[C:11]([CH2:15][CH3:16])[CH:10]=1.[Li]C(C)(C)C.[CH3:22][O:23][CH2:24][CH2:25][CH2:26][CH2:27][C:28]([CH:30]1[CH2:35][CH2:34][N:33]([C:36]([O:38][CH2:39][C:40]2[CH:45]=[CH:44][CH:43]=[CH:42][CH:41]=2)=[O:37])[CH2:32][CH2:31]1)=[O:29], predict the reaction product. The product is: [CH2:15]([C:11]1[CH:10]=[C:9]([C:3]2[C:4]([F:8])=[CH:5][CH:6]=[CH:7][C:2]=2[C:28]([CH:30]2[CH2:35][CH2:34][N:33]([C:36]([O:38][CH2:39][C:40]3[CH:41]=[CH:42][CH:43]=[CH:44][CH:45]=3)=[O:37])[CH2:32][CH2:31]2)([OH:29])[CH2:27][CH2:26][CH2:25][CH2:24][O:23][CH3:22])[CH:14]=[CH:13][CH:12]=1)[CH3:16]. (6) Given the reactants [CH3:1][O:2][C:3](=[O:17])[C:4]1[CH:9]=[C:8]([N+:10]([O-:12])=[O:11])[C:7]([O:13][CH2:14][CH3:15])=[CH:6][C:5]=1[NH2:16].[CH3:18]OC(OC)N(C)C.[C:26]([O:30][C:31](=[O:35])[CH2:32][C:33]#[N:34])([CH3:29])([CH3:28])[CH3:27], predict the reaction product. The product is: [C:26]([O:30][C:31](=[O:35])[C:32]([C:33]#[N:34])=[CH:18][NH:16][C:5]1[CH:6]=[C:7]([O:13][CH2:14][CH3:15])[C:8]([N+:10]([O-:12])=[O:11])=[CH:9][C:4]=1[C:3]([O:2][CH3:1])=[O:17])([CH3:29])([CH3:28])[CH3:27].